From a dataset of Ames mutagenicity test results for genotoxicity prediction. Regression/Classification. Given a drug SMILES string, predict its toxicity properties. Task type varies by dataset: regression for continuous values (e.g., LD50, hERG inhibition percentage) or binary classification for toxic/non-toxic outcomes (e.g., AMES mutagenicity, cardiotoxicity, hepatotoxicity). Dataset: ames. (1) The compound is O=S(=O)(O)c1ccc(N=Nc2ccc(O)c3ccccc23)cc1. The result is 0 (non-mutagenic). (2) The molecule is O=[N+]([O-])c1cc([N+](=O)[O-])cc([N+](=O)[O-])c1. The result is 1 (mutagenic). (3) The molecule is COP(=O)(OC)Oc1c(Cl)cc(C)cc1Cl. The result is 0 (non-mutagenic). (4) The drug is O=[N+]([O-])C1=Cc2c3c1cccc3cc1ccc3ccccc3c21. The result is 1 (mutagenic). (5) The drug is OC1C=Cc2cc3c(ccc4ccccc43)c(Cl)c2C1O. The result is 0 (non-mutagenic). (6) The molecule is COC(=O)C1=CCCN(N=O)C1. The result is 1 (mutagenic). (7) The drug is Cc1c(/C=N/OCc2ccc(Cl)cc2Cl)c2cc([N+](=O)[O-])ccc2n1Cc1ccc(Cl)cc1. The result is 0 (non-mutagenic). (8) The drug is COc1ccc2c3c([nH]c2c1)C1CC2C(CN1CC3)C(OC(=O)/C=C/c1cc(OC)c(OC)c(OC)c1)CC(OC)C2OC(C)=O. The result is 0 (non-mutagenic).